This data is from Cav3 T-type calcium channel HTS with 100,875 compounds. The task is: Binary Classification. Given a drug SMILES string, predict its activity (active/inactive) in a high-throughput screening assay against a specified biological target. (1) The drug is Fc1c(N\N=C(\C(N2CCCCC2)=N)C#N)cccc1. The result is 0 (inactive). (2) The molecule is S(c1nc2c(cc1C#N)cc(OC)cc2)Cc1cccnc1. The result is 0 (inactive). (3) The molecule is O1CCN(CC1)c1[nH]c(c(CCCCCCC)c(=O)n1)C. The result is 0 (inactive). (4) The compound is s1c(/C=C\C(C)=C/C(O)=O)ccc1. The result is 0 (inactive). (5) The drug is Clc1cc2c(c(c3n(nnn3)c3ccc(cc3)C)cnc2cc1)c1ccccc1. The result is 0 (inactive).